From a dataset of Forward reaction prediction with 1.9M reactions from USPTO patents (1976-2016). Predict the product of the given reaction. (1) Given the reactants [F:1][C:2]1[CH:3]=[CH:4][C:5]([C@@H:8]([NH:10]C(=O)OC(C)(C)C)[CH3:9])=[N:6][CH:7]=1.Cl.O1CCOCC1, predict the reaction product. The product is: [F:1][C:2]1[CH:3]=[CH:4][C:5]([C@@H:8]([NH2:10])[CH3:9])=[N:6][CH:7]=1. (2) Given the reactants [CH3:1][C:2]1[N:3]=[CH:4][N:5]([CH2:13][O:14][CH2:15][CH2:16][Si:17]([CH3:20])([CH3:19])[CH3:18])[C:6]=1[C:7]1[CH:12]=[CH:11][CH:10]=[CH:9][CH:8]=1.[Li]CCCC.CN([CH:29]=[O:30])C, predict the reaction product. The product is: [CH3:1][C:2]1[N:3]=[C:4]([CH:29]=[O:30])[N:5]([CH2:13][O:14][CH2:15][CH2:16][Si:17]([CH3:19])([CH3:18])[CH3:20])[C:6]=1[C:7]1[CH:12]=[CH:11][CH:10]=[CH:9][CH:8]=1.